Predict which catalyst facilitates the given reaction. From a dataset of Catalyst prediction with 721,799 reactions and 888 catalyst types from USPTO. (1) Reactant: [N+]([O-])(O)=O.[N+]([O-])(O)=O.[CH3:9][O:10][C:11]1[CH:12]=[C:13]([NH:23][C:24]([NH2:26])=[NH:25])[CH:14]=[CH:15][C:16]=1[N:17]1[CH:21]=[C:20]([CH3:22])[N:19]=[CH:18]1.CN(C)[CH:29]=[C:30]([CH3:41])[C:31](=O)[CH:32]([C:34]1[CH:39]=[CH:38][CH:37]=[CH:36][CH:35]=1)[CH3:33].C(N(CC)CC)C. Product: [CH3:9][O:10][C:11]1[CH:12]=[C:13]([NH:23][C:24]2[N:26]=[C:31]([CH:32]([C:34]3[CH:35]=[CH:36][CH:37]=[CH:38][CH:39]=3)[CH3:33])[C:30]([CH3:41])=[CH:29][N:25]=2)[CH:14]=[CH:15][C:16]=1[N:17]1[CH:21]=[C:20]([CH3:22])[N:19]=[CH:18]1. The catalyst class is: 60. (2) Reactant: [H-].[H-].[H-].[H-].[Li+].[Al+3].[Br:7][C:8]1[CH:17]=[CH:16][C:11]([C:12](OC)=[O:13])=[C:10]([CH3:18])[CH:9]=1. Product: [Br:7][C:8]1[CH:17]=[CH:16][C:11]([CH2:12][OH:13])=[C:10]([CH3:18])[CH:9]=1. The catalyst class is: 1. (3) Reactant: [C:1]([O:5][C:6]([N:8]1[CH2:13][CH2:12][C:11](=O)[CH2:10][CH2:9]1)=[O:7])([CH3:4])([CH3:3])[CH3:2].[C:15]([CH:20]=P(C1C=CC=CC=1)(C1C=CC=CC=1)C1C=CC=CC=1)([O:17][CH2:18][CH3:19])=[O:16]. Product: [C:1]([O:5][C:6]([N:8]1[CH2:13][CH2:12][C:11](=[CH:20][C:15]([O:17][CH2:18][CH3:19])=[O:16])[CH2:10][CH2:9]1)=[O:7])([CH3:4])([CH3:3])[CH3:2]. The catalyst class is: 11. (4) Reactant: [Cl:1][C:2]1[CH:7]=[CH:6][C:5]([CH2:8][S:9]([NH2:12])(=[O:11])=[O:10])=[CH:4][CH:3]=1.[C:13]([C:15]1[C:16]([N:29]2[CH2:34][CH2:33][CH:32]([C:35](O)=[O:36])[CH2:31][CH2:30]2)=[N:17][C:18]([O:27][CH3:28])=[C:19]([C:21]([O:23][CH:24]([CH3:26])[CH3:25])=[O:22])[CH:20]=1)#[N:14].CN(C(ON1N=NC2C=CC=CC1=2)=[N+](C)C)C.[B-](F)(F)(F)F.CCN(C(C)C)C(C)C.C([O-])(O)=O.[Na+]. Product: [CH:24]([O:23][C:21](=[O:22])[C:19]1[CH:20]=[C:15]([C:13]#[N:14])[C:16]([N:29]2[CH2:34][CH2:33][CH:32]([C:35](=[O:36])[NH:12][S:9]([CH2:8][C:5]3[CH:4]=[CH:3][C:2]([Cl:1])=[CH:7][CH:6]=3)(=[O:10])=[O:11])[CH2:31][CH2:30]2)=[N:17][C:18]=1[O:27][CH3:28])([CH3:26])[CH3:25]. The catalyst class is: 34. (5) Reactant: [OH:1][C:2]1[N:10]=[CH:9][CH:8]=[CH:7][C:3]=1[C:4]([OH:6])=O.C(N1C=CN=C1)(N1C=CN=C1)=O.[CH2:23]([NH:25][CH2:26][CH3:27])[CH3:24]. Product: [CH2:23]([N:25]([CH2:26][CH3:27])[C:4](=[O:6])[C:3]1[CH:7]=[CH:8][CH:9]=[N:10][C:2]=1[OH:1])[CH3:24]. The catalyst class is: 1. (6) Reactant: CN([C:4]([O:8][N:9]1N=NC2C=CC=N[C:10]1=2)=[N+](C)C)C.F[P-](F)(F)(F)(F)F.[C:25]([O:29][C:30]([N:32]1[CH2:36][CH2:35][CH:34]([C:37]([OH:39])=O)[CH2:33]1)=[O:31])([CH3:28])([CH3:27])[CH3:26].Cl.CNOC.C(N(CC)CC)C. Product: [CH3:4][O:8][N:9]([CH3:10])[C:37]([CH:34]1[CH2:35][CH2:36][N:32]([C:30]([O:29][C:25]([CH3:26])([CH3:27])[CH3:28])=[O:31])[CH2:33]1)=[O:39]. The catalyst class is: 2.